The task is: Regression. Given a peptide amino acid sequence and an MHC pseudo amino acid sequence, predict their binding affinity value. This is MHC class II binding data.. This data is from Peptide-MHC class II binding affinity with 134,281 pairs from IEDB. (1) The peptide sequence is SQDLEISWNLNGLQAY. The MHC is DRB1_1302 with pseudo-sequence DRB1_1302. The binding affinity (normalized) is 0.608. (2) The peptide sequence is SNRCPICKMPLPTKL. The MHC is DRB1_0101 with pseudo-sequence DRB1_0101. The binding affinity (normalized) is 0.514. (3) The binding affinity (normalized) is 0. The MHC is DRB1_1101 with pseudo-sequence DRB1_1101. The peptide sequence is VIPEPGQQRSIQDNQ. (4) The MHC is DRB5_0101 with pseudo-sequence DRB5_0101. The peptide sequence is AGLLRLLFHDCFANG. The binding affinity (normalized) is 0.381. (5) The peptide sequence is QPEKPQQSFPEQERP. The MHC is HLA-DQA10501-DQB10201 with pseudo-sequence HLA-DQA10501-DQB10201. The binding affinity (normalized) is 0.362. (6) The peptide sequence is YNTDGSTDYGILQINSR. The MHC is HLA-DPA10201-DPB10101 with pseudo-sequence HLA-DPA10201-DPB10101. The binding affinity (normalized) is 0.0397. (7) The peptide sequence is NRASLMQLISTNVFG. The MHC is HLA-DQA10102-DQB10502 with pseudo-sequence HLA-DQA10102-DQB10502. The binding affinity (normalized) is 0.429.